From a dataset of Full USPTO retrosynthesis dataset with 1.9M reactions from patents (1976-2016). Predict the reactants needed to synthesize the given product. (1) Given the product [Cl:1][C:2]1[CH:9]=[C:8]([N:10]([CH2:16][C:17]2[CH:22]=[C:21]([F:23])[CH:20]=[CH:19][C:18]=2[CH3:24])[C@H:11]2[CH2:15][CH2:14][N:13]([S:28]([CH2:27][C:26]([F:33])([F:32])[F:25])(=[O:30])=[O:29])[CH2:12]2)[CH:7]=[CH:6][C:3]=1[C:4]#[N:5], predict the reactants needed to synthesize it. The reactants are: [Cl:1][C:2]1[CH:9]=[C:8]([N:10]([CH2:16][C:17]2[CH:22]=[C:21]([F:23])[CH:20]=[CH:19][C:18]=2[CH3:24])[C@H:11]2[CH2:15][CH2:14][NH:13][CH2:12]2)[CH:7]=[CH:6][C:3]=1[C:4]#[N:5].[F:25][C:26]([F:33])([F:32])[CH2:27][S:28](Cl)(=[O:30])=[O:29]. (2) Given the product [CH:45]1([C:43]([NH:42][C:40]2[N:41]=[C:36]3[CH:35]=[CH:34][C:33]([O:32][C:31]4[CH:30]=[C:29]([NH:28][C:10](=[O:12])[C:9]5[CH:13]=[CH:14][CH:15]=[C:7]([O:6][C:2]([F:1])([F:16])[CH:3]([F:4])[F:5])[CH:8]=5)[CH:50]=[CH:49][CH:48]=4)=[N:38][N:37]3[CH:39]=2)=[O:44])[CH2:46][CH2:47]1, predict the reactants needed to synthesize it. The reactants are: [F:1][C:2]([F:16])([O:6][C:7]1[CH:8]=[C:9]([CH:13]=[CH:14][CH:15]=1)[C:10]([OH:12])=O)[CH:3]([F:5])[F:4].C(Cl)(=O)C(Cl)=O.O1CCCC1.[NH2:28][C:29]1[CH:30]=[C:31]([CH:48]=[CH:49][CH:50]=1)[O:32][C:33]1[CH:34]=[CH:35][C:36]2[N:37]([CH:39]=[C:40]([NH:42][C:43]([CH:45]3[CH2:47][CH2:46]3)=[O:44])[N:41]=2)[N:38]=1.